This data is from Reaction yield outcomes from USPTO patents with 853,638 reactions. The task is: Predict the reaction yield, written as a fraction of the theoretical maximum amount of product (1.0 means a 100% yield; for example, 0.34 means a 34% yield). (1) The reactants are [CH3:1][C:2]1[N:6]([C:7]2[CH:12]=[CH:11][CH:10]=[CH:9][CH:8]=2)[N:5]=[CH:4][C:3]=1[C:13](OCC)=[O:14].[H-].C([Al+]CC(C)C)C(C)C.CO.Cl. The catalyst is CCOCC. The product is [CH3:1][C:2]1[N:6]([C:7]2[CH:12]=[CH:11][CH:10]=[CH:9][CH:8]=2)[N:5]=[CH:4][C:3]=1[CH2:13][OH:14]. The yield is 1.00. (2) The reactants are [CH2:1]([N:8]1[CH2:12][CH:11]([N+:13]([O-])=O)[CH:10]([C:16]2[CH:21]=[CH:20][C:19]([Cl:22])=[CH:18][CH:17]=2)[CH2:9]1)[C:2]1[CH:7]=[CH:6][CH:5]=[CH:4][CH:3]=1. The catalyst is C1COCC1.CCOCC.[Ti](Cl)(Cl)(Cl)Cl.[Zn]. The product is [CH2:1]([N:8]1[CH2:9][CH:10]([C:16]2[CH:17]=[CH:18][C:19]([Cl:22])=[CH:20][CH:21]=2)[CH:11]([NH2:13])[CH2:12]1)[C:2]1[CH:3]=[CH:4][CH:5]=[CH:6][CH:7]=1. The yield is 0.570. (3) The reactants are [NH2:1][C:2]1[CH:3]=[N:4][CH:5]=[C:6]([Br:8])[CH:7]=1.N1C=CC=CC=1.[C:15](Cl)(=[O:19])[CH:16]([CH3:18])[CH3:17]. The catalyst is C(Cl)Cl. The product is [Br:8][C:6]1[CH:7]=[C:2]([NH:1][C:15](=[O:19])[CH:16]([CH3:18])[CH3:17])[CH:3]=[N:4][CH:5]=1. The yield is 0.710. (4) The reactants are C([NH:4][C:5]1(C(OCC)=O)[CH2:14][C:13]2[C:8](=[CH:9][CH:10]=[CH:11][CH:12]=2)[NH:7][C:6]1=[O:15])(=O)C. The catalyst is Cl. The product is [NH2:4][CH:5]1[CH2:14][C:13]2[C:8](=[CH:9][CH:10]=[CH:11][CH:12]=2)[NH:7][C:6]1=[O:15]. The yield is 0.720. (5) The reactants are [NH2:1][C@@H:2]([CH3:5])[CH2:3][OH:4].C(N(CC)CC)C.[C:13](O[C:13]([O:15][C:16]([CH3:19])([CH3:18])[CH3:17])=[O:14])([O:15][C:16]([CH3:19])([CH3:18])[CH3:17])=[O:14]. The catalyst is C1COCC1. The product is [C:16]([O:15][C:13](=[O:14])[NH:1][C@@H:2]([CH3:5])[CH2:3][OH:4])([CH3:19])([CH3:18])[CH3:17]. The yield is 0.950. (6) The reactants are [F:1][C:2]1[CH:7]=[C:6]([O:8][C:9]2[CH:14]=[CH:13][N:12]=[C:11]([NH:15][C:16](=[O:20])[CH2:17]OC)[CH:10]=2)[C:5]([F:21])=[CH:4][C:3]=1[NH:22][C:23]([C:25]1([C:28]([NH:30][C:31]2[CH:36]=[CH:35][C:34]([F:37])=[CH:33][CH:32]=2)=[O:29])[CH2:27][CH2:26]1)=[O:24].[CH:38]1(C(O)=O)[CH2:41]C[CH2:39]1.CN(C(ON1N=NC2C=CC=NC1=2)=[N+](C)C)C.F[P-](F)(F)(F)(F)F.CCN(C(C)C)C(C)C. The catalyst is CN(C=O)C. The product is [CH:17]1([C:16]([NH:15][C:11]2[CH:10]=[C:9]([O:8][C:6]3[C:5]([F:21])=[CH:4][C:3]([NH:22][C:23]([C:25]4([C:28]([NH:30][C:31]5[CH:36]=[CH:35][C:34]([F:37])=[CH:33][CH:32]=5)=[O:29])[CH2:26][CH2:27]4)=[O:24])=[C:2]([F:1])[CH:7]=3)[CH:14]=[CH:13][N:12]=2)=[O:20])[CH2:41][CH2:38][CH2:39]1. The yield is 0.411.